From a dataset of Full USPTO retrosynthesis dataset with 1.9M reactions from patents (1976-2016). Predict the reactants needed to synthesize the given product. (1) Given the product [CH2:12]([NH:14][C:2]1[CH:7]=[C:6]([F:8])[CH:5]=[CH:4][C:3]=1[N+:9]([O-:11])=[O:10])[CH3:13], predict the reactants needed to synthesize it. The reactants are: F[C:2]1[CH:7]=[C:6]([F:8])[CH:5]=[CH:4][C:3]=1[N+:9]([O-:11])=[O:10].[CH2:12]([NH2:14])[CH3:13]. (2) Given the product [CH3:16][C:12]([CH3:17])([CH2:13][CH:14]=[CH2:15])[C:11]([C:10]1[C:4]2[C:5](=[N:6][CH:7]=[C:2]([C:31]3[CH:32]=[C:33]([O:37][CH3:38])[C:34]([O:35][CH3:36])=[C:29]([O:28][CH3:27])[CH:30]=3)[N:3]=2)[N:8]([CH2:19][O:20][CH2:21][CH2:22][Si:23]([CH3:26])([CH3:25])[CH3:24])[CH:9]=1)=[O:18], predict the reactants needed to synthesize it. The reactants are: Br[C:2]1[N:3]=[C:4]2[C:10]([C:11](=[O:18])[C:12]([CH3:17])([CH3:16])[CH2:13][CH:14]=[CH2:15])=[CH:9][N:8]([CH2:19][O:20][CH2:21][CH2:22][Si:23]([CH3:26])([CH3:25])[CH3:24])[C:5]2=[N:6][CH:7]=1.[CH3:27][O:28][C:29]1[CH:30]=[C:31](B(O)O)[CH:32]=[C:33]([O:37][CH3:38])[C:34]=1[O:35][CH3:36].C(=O)([O-])[O-].[K+].[K+].C(Cl)Cl. (3) The reactants are: [CH3:1][O:2][C:3]1[CH:8]=[CH:7][CH:6]=[CH:5][C:4]=1[C:9]([CH3:20])([CH3:19])[CH2:10][C:11]([OH:18])([C:14]([F:17])([F:16])[F:15])[CH:12]=O.[NH2:21][C:22]1[CH:30]=[CH:29][CH:28]=[C:27]2[C:23]=1[CH:24]=[N:25][N:26]2[CH3:31]. Given the product [CH3:31][N:26]1[C:27]2[C:23](=[C:22]([NH:21][CH:12]3[C:5]4[C:4](=[C:3]([O:2][CH3:1])[CH:8]=[CH:7][CH:6]=4)[C:9]([CH3:20])([CH3:19])[CH2:10][C:11]3([C:14]([F:15])([F:17])[F:16])[OH:18])[CH:30]=[CH:29][CH:28]=2)[CH:24]=[N:25]1, predict the reactants needed to synthesize it.